From a dataset of TCR-epitope binding with 47,182 pairs between 192 epitopes and 23,139 TCRs. Binary Classification. Given a T-cell receptor sequence (or CDR3 region) and an epitope sequence, predict whether binding occurs between them. (1) The epitope is LLWNGPMAV. The TCR CDR3 sequence is CAISEVLTGAYGYTF. Result: 1 (the TCR binds to the epitope). (2) The epitope is GLCTLVAML. The TCR CDR3 sequence is CASSVAELAGGTDTQYF. Result: 1 (the TCR binds to the epitope). (3) The epitope is FLPRVFSAV. The TCR CDR3 sequence is CASSLSGGYNEQFF. Result: 1 (the TCR binds to the epitope). (4) The epitope is NYSGVVTTVMF. The TCR CDR3 sequence is CASGWSSSYNEQFF. Result: 0 (the TCR does not bind to the epitope). (5) The epitope is DRFYKTLRAEQASQEV. The TCR CDR3 sequence is CASSLAGGQETQYF. Result: 0 (the TCR does not bind to the epitope).